Predict the reactants needed to synthesize the given product. From a dataset of Full USPTO retrosynthesis dataset with 1.9M reactions from patents (1976-2016). (1) Given the product [CH2:17]([N:11]1[CH:10]=[CH:9][C:8]2[C:7]([C:24]#[N:25])=[N:6][C:5]([C:3]([NH:26][CH2:27][C:28]([OH:30])=[O:29])=[O:4])=[C:14]([OH:15])[C:13]=2[C:12]1=[O:16])[C:18]1[CH:23]=[CH:22][CH:21]=[CH:20][CH:19]=1, predict the reactants needed to synthesize it. The reactants are: CO[C:3]([C:5]1[N:6]=[C:7]([C:24]#[N:25])[C:8]2[CH:9]=[CH:10][N:11]([CH2:17][C:18]3[CH:23]=[CH:22][CH:21]=[CH:20][CH:19]=3)[C:12](=[O:16])[C:13]=2[C:14]=1[OH:15])=[O:4].[NH2:26][CH2:27][C:28]([OH:30])=[O:29].C[O-].[Na+]. (2) Given the product [CH:1]([N:4]1[C:12]2[CH:11]=[C:10]([NH:13][C:14]3[CH:19]=[CH:18][N:17]=[C:16]([C:20]4[CH:21]=[N:22][N:23]([S:25]([CH:28]5[CH2:32][CH2:31][N:30]([C:41](=[O:43])[CH3:42])[CH2:29]5)(=[O:26])=[O:27])[CH:24]=4)[N:15]=3)[N:9]=[CH:8][C:7]=2[N:6]=[C:5]1[CH3:33])([CH3:3])[CH3:2], predict the reactants needed to synthesize it. The reactants are: [CH:1]([N:4]1[C:12]2[CH:11]=[C:10]([NH:13][C:14]3[CH:19]=[CH:18][N:17]=[C:16]([C:20]4[CH:21]=[N:22][N:23]([S:25]([CH:28]5[CH2:32][CH2:31][NH:30][CH2:29]5)(=[O:27])=[O:26])[CH:24]=4)[N:15]=3)[N:9]=[CH:8][C:7]=2[N:6]=[C:5]1[CH3:33])([CH3:3])[CH3:2].C(N(CC)CC)C.[C:41](Cl)(=[O:43])[CH3:42]. (3) Given the product [F:1][C:2]1[C:10]([O:11][CH3:12])=[C:9]2[C:5]([C:6](/[CH:21]=[C:36]3\[O:37][C:33]4[CH:32]=[CH:31][C:30]([NH:29][C:27]([NH:26][CH3:25])=[O:28])=[CH:39][C:34]=4[C:35]\3=[O:38])=[C:7]([C:13]3[C:14]([CH3:20])=[N:15][N:16]([CH3:19])[C:17]=3[CH3:18])[NH:8]2)=[CH:4][C:3]=1[O:23][CH3:24], predict the reactants needed to synthesize it. The reactants are: [F:1][C:2]1[C:10]([O:11][CH3:12])=[C:9]2[C:5]([C:6]([CH:21]=O)=[C:7]([C:13]3[C:14]([CH3:20])=[N:15][N:16]([CH3:19])[C:17]=3[CH3:18])[NH:8]2)=[CH:4][C:3]=1[O:23][CH3:24].[CH3:25][NH:26][C:27]([NH:29][C:30]1[CH:31]=[CH:32][C:33]2[O:37][CH2:36][C:35](=[O:38])[C:34]=2[CH:39]=1)=[O:28].Cl. (4) Given the product [CH3:15][Si:16]([CH3:18])([CH3:17])[C:2]1[CH:3]=[C:4]2[C:7](=[CH:8][CH:9]=1)[CH2:6][CH2:5]2, predict the reactants needed to synthesize it. The reactants are: Br[C:2]1[CH:3]=[C:4]2[C:7](=[CH:8][CH:9]=1)[CH2:6][CH2:5]2.[Li]CCCC.[CH3:15][Si:16](Cl)([CH3:18])[CH3:17].